This data is from Choline transporter screen with 302,306 compounds. The task is: Binary Classification. Given a drug SMILES string, predict its activity (active/inactive) in a high-throughput screening assay against a specified biological target. (1) The result is 0 (inactive). The molecule is S(=O)(=O)(Nc1sccn1)c1cc2OCCOc2cc1. (2) The compound is O(c1cc2c(cc1)cccc2)CC(=O)NNC(=O)Cc1ccc(OC)cc1. The result is 0 (inactive). (3) The compound is S(CCOc1cc2CCCc2cc1)c1[nH]c(cc(=O)n1)C. The result is 0 (inactive). (4) The molecule is O=C1N(C(=O)NC1(CC)c1ccccc1)Cc1ccc(cc1)C(OC)=O. The result is 0 (inactive). (5) The compound is s1c2c(nc1SC)ccc(NC(=O)c1c(F)cccc1F)c2. The result is 0 (inactive). (6) The compound is S(=O)(=O)(Nc1ccc(OC)cc1)c1c(N2CCOCC2)ccc(NC(=O)CCCCC)c1. The result is 0 (inactive). (7) The drug is O(Cc1c2c(nccc2)c(O)cc1)Cc1ccccc1. The result is 0 (inactive).